From a dataset of Forward reaction prediction with 1.9M reactions from USPTO patents (1976-2016). Predict the product of the given reaction. (1) Given the reactants [CH3:1][O:2][CH2:3][C:4]1[N:9]=[C:8]([NH2:10])[C:7]([N+:11]([O-])=O)=[C:6]([NH2:14])[CH:5]=1, predict the reaction product. The product is: [CH3:1][O:2][CH2:3][C:4]1[N:9]=[C:8]([NH2:10])[C:7]([NH2:11])=[C:6]([NH2:14])[CH:5]=1. (2) Given the reactants [I-].[CH3:2][N+:3]1([CH2:24][O:25][C:26](=[O:44])[CH:27]([CH2:36][CH2:37][CH2:38][CH2:39]CCCC)[CH2:28][CH2:29][CH2:30][CH2:31]CCCC)[CH2:8][CH2:7][N:6]([C:9]2[C:10]3[CH:22]=[C:21]([CH3:23])[S:20][C:11]=3[NH:12][C:13]3[CH:19]=[CH:18][CH:17]=[CH:16][C:14]=3[N:15]=2)[CH2:5][CH2:4]1.C(C(CCCC)C(OC[I:54])=O)CCC, predict the reaction product. The product is: [I-:54].[CH2:28]([CH:27]([CH2:36][CH2:37][CH2:38][CH3:39])[C:26]([O:25][CH2:24][N+:3]1([CH3:2])[CH2:4][CH2:5][N:6]([C:9]2[C:10]3[CH:22]=[C:21]([CH3:23])[S:20][C:11]=3[NH:12][C:13]3[CH:19]=[CH:18][CH:17]=[CH:16][C:14]=3[N:15]=2)[CH2:7][CH2:8]1)=[O:44])[CH2:29][CH2:30][CH3:31]. (3) Given the reactants [OH:1][CH2:2][C:3]1[C:13]2[CH2:12][CH2:11][C:10]3[CH:14]=[CH:15][CH:16]=[CH:17][C:9]=3[CH:8]([OH:18])[C:7]=2[CH:6]=[CH:5][CH:4]=1.N1C=CC=CC=1.[C:25](OC(=O)C)(=[O:27])[CH3:26].O, predict the reaction product. The product is: [C:25]([O:1][CH2:2][C:3]1[C:13]2[CH2:12][CH2:11][C:10]3[CH:14]=[CH:15][CH:16]=[CH:17][C:9]=3[CH:8]([OH:18])[C:7]=2[CH:6]=[CH:5][CH:4]=1)(=[O:27])[CH3:26]. (4) Given the reactants Cl.Cl.[CH2:3]([N:10]([CH2:25][CH2:26][N:27]([CH3:29])[CH3:28])[C:11](=[O:24])[CH2:12][O:13][C:14]1[CH:15]=[CH:16][CH:17]=[C:18]2[C:23]=1[CH2:22][NH:21][CH2:20][CH2:19]2)[C:4]1[CH:9]=[CH:8][CH:7]=[CH:6][CH:5]=1.[CH3:30][O:31][C:32](Cl)=[O:33].C([O-])(O)=O.[Na+], predict the reaction product. The product is: [CH3:30][O:31][C:32]([N:21]1[CH2:20][CH2:19][C:18]2[C:23](=[C:14]([O:13][CH2:12][C:11](=[O:24])[N:10]([CH2:3][C:4]3[CH:5]=[CH:6][CH:7]=[CH:8][CH:9]=3)[CH2:25][CH2:26][N:27]([CH3:29])[CH3:28])[CH:15]=[CH:16][CH:17]=2)[CH2:22]1)=[O:33]. (5) Given the reactants C(O[C:6](=[O:22])[NH:7][CH2:8][C:9]1[CH:14]=[CH:13][C:12]([NH:15][S:16]([CH3:19])(=[O:18])=[O:17])=[C:11]([CH:20]=[CH2:21])[CH:10]=1)(C)(C)C.C(N(CC)CC)C.[Cl:30][C:31]1[CH:38]=[CH:37][C:34]([CH2:35][NH2:36])=[CH:33][CH:32]=1, predict the reaction product. The product is: [Cl:30][C:31]1[CH:38]=[CH:37][C:34]([CH2:35][NH:36][C:6](=[O:22])[NH:7][CH2:8][C:9]2[CH:14]=[CH:13][C:12]([NH:15][S:16]([CH3:19])(=[O:17])=[O:18])=[C:11]([CH:20]=[CH2:21])[CH:10]=2)=[CH:33][CH:32]=1. (6) Given the reactants C(N[C@H](C(O)=O)CC(C)C)(=O)C.[CH2:13]([O:15][C:16]1[CH:17]=[C:18]([C@H:24]([NH2:30])[CH2:25][S:26]([CH3:29])(=[O:28])=[O:27])[CH:19]=[CH:20][C:21]=1[O:22][CH3:23])[CH3:14].C([NH:34][C:35]1[CH:45]=[CH:44][CH:43]=[C:37]2[C:38]([O:40][C:41](=O)[C:36]=12)=[O:39])(=O)C, predict the reaction product. The product is: [CH2:13]([O:15][C:16]1[CH:17]=[C:18]([CH:24]([N:30]2[C:41](=[O:40])[C:36]3[C:37](=[CH:43][CH:44]=[CH:45][C:35]=3[NH2:34])[C:38]2=[O:39])[CH2:25][S:26]([CH3:29])(=[O:28])=[O:27])[CH:19]=[CH:20][C:21]=1[O:22][CH3:23])[CH3:14]. (7) Given the reactants C([N:8]1[CH2:12][CH2:11][CH:10]([N:13]2[C:17]3=[C:18]4[CH:24]=[CH:23][NH:22][C:19]4=[N:20][CH:21]=[C:16]3[CH:15]=[CH:14]2)[CH2:9]1)C1C=CC=CC=1.CO.C([O-])=O.[NH4+], predict the reaction product. The product is: [NH:8]1[CH2:12][CH2:11][CH:10]([N:13]2[C:17]3=[C:18]4[CH:24]=[CH:23][NH:22][C:19]4=[N:20][CH:21]=[C:16]3[CH:15]=[CH:14]2)[CH2:9]1. (8) The product is: [N:18]1([C:23]2[CH:24]=[C:25]([NH:26][C:13]([C:6]3[CH:7]=[CH:8][CH:9]=[C:10]4[C:5]=3[NH:4][C:3]([C:2]([F:1])([F:17])[F:16])=[C:11]4[CH3:12])=[O:15])[CH:27]=[CH:28][CH:29]=2)[CH:22]=[N:21][CH:20]=[N:19]1. Given the reactants [F:1][C:2]([F:17])([F:16])[C:3]1[NH:4][C:5]2[C:10]([C:11]=1[CH3:12])=[CH:9][CH:8]=[CH:7][C:6]=2[C:13]([OH:15])=O.[N:18]1([C:23]2[CH:24]=[C:25]([CH:27]=[CH:28][CH:29]=2)[NH2:26])[CH:22]=[N:21][CH:20]=[N:19]1.Cl.C(N=C=NCCCN(C)C)C, predict the reaction product.